This data is from TCR-epitope binding with 47,182 pairs between 192 epitopes and 23,139 TCRs. The task is: Binary Classification. Given a T-cell receptor sequence (or CDR3 region) and an epitope sequence, predict whether binding occurs between them. (1) The epitope is KLPDDFTGCV. The TCR CDR3 sequence is CASSQDSPSSYNSPLHF. Result: 1 (the TCR binds to the epitope). (2) The epitope is NLVPMVATV. The TCR CDR3 sequence is CASSLLVSSSYNEQFF. Result: 1 (the TCR binds to the epitope). (3) The epitope is KLFIRQEEV. The TCR CDR3 sequence is CASSWGQNEQFF. Result: 0 (the TCR does not bind to the epitope). (4) The epitope is ATDALMTGY. The TCR CDR3 sequence is CASSLMQGQGRNGYTF. Result: 1 (the TCR binds to the epitope).